This data is from Forward reaction prediction with 1.9M reactions from USPTO patents (1976-2016). The task is: Predict the product of the given reaction. Given the reactants [CH2:1]([N:3]1[C:7]2=[N:8][C:9]([CH2:45][CH3:46])=[C:10]([CH2:19][N:20]([CH2:29][C:30]3[CH:31]=[C:32]([C:37]4[CH:42]=[CH:41][CH:40]=[C:39]([CH:43]=O)[CH:38]=4)[C:33]([CH3:36])=[CH:34][CH:35]=3)[C:21]([C:23]3([C:26]([NH2:28])=[O:27])[CH2:25][CH2:24]3)=[O:22])[C:11]([NH:12][CH:13]3[CH2:18][CH2:17][O:16][CH2:15][CH2:14]3)=[C:6]2[CH:5]=[N:4]1)[CH3:2].C([N:54]1[CH2:59][CH2:58][NH:57][C@H:56]([CH3:60])[CH2:55]1)(OC(C)(C)C)=O.C(O[BH-](OC(=O)C)OC(=O)C)(=O)C.[Na+].C(O)(=O)C, predict the reaction product. The product is: [CH2:1]([N:3]1[C:7]2=[N:8][C:9]([CH2:45][CH3:46])=[C:10]([CH2:19][N:20]([CH2:29][C:30]3[CH:31]=[C:32]([C:37]4[CH:42]=[CH:41][CH:40]=[C:39]([CH2:43][N:54]5[CH2:59][CH2:58][NH:57][C@@H:56]([CH3:60])[CH2:55]5)[CH:38]=4)[C:33]([CH3:36])=[CH:34][CH:35]=3)[C:21]([C:23]3([C:26]([NH2:28])=[O:27])[CH2:24][CH2:25]3)=[O:22])[C:11]([NH:12][CH:13]3[CH2:14][CH2:15][O:16][CH2:17][CH2:18]3)=[C:6]2[CH:5]=[N:4]1)[CH3:2].